This data is from Forward reaction prediction with 1.9M reactions from USPTO patents (1976-2016). The task is: Predict the product of the given reaction. (1) The product is: [CH3:43][C:41]1[N:42]=[C:12]2[N:11]([CH:8]3[CH2:9][CH2:10][C:5](=[O:4])[CH2:6][CH2:7]3)[C:16](=[O:17])[C:15]([CH2:18][C:19]3[CH:20]=[CH:21][C:22]([C:25]4[CH:30]=[CH:29][CH:28]=[CH:27][C:26]=4[C:31]4[NH:35][C:34](=[O:36])[O:33][N:32]=4)=[CH:23][CH:24]=3)=[C:14]([CH2:37][CH2:38][CH3:39])[N:13]2[N:40]=1. Given the reactants O1[C:5]2([CH2:10][CH2:9][CH:8]([N:11]3[C:16](=[O:17])[C:15]([CH2:18][C:19]4[CH:24]=[CH:23][C:22]([C:25]5[CH:30]=[CH:29][CH:28]=[CH:27][C:26]=5[C:31]5[NH:35][C:34](=[O:36])[O:33][N:32]=5)=[CH:21][CH:20]=4)=[C:14]([CH2:37][CH2:38][CH3:39])[N:13]4[N:40]=[C:41]([CH3:43])[N:42]=[C:12]34)[CH2:7][CH2:6]2)[O:4]CC1.Cl, predict the reaction product. (2) Given the reactants [NH:1]1[CH2:6][CH2:5][CH:4]([N:7]2[C:16](=[O:17])[CH2:15][C:14]3[C:9](=[CH:10][CH:11]=[CH:12][CH:13]=3)[CH2:8]2)[CH2:3][CH2:2]1.Cl[C:19]1[C:27]2[NH:26][N:25]=[CH:24][C:23]=2[C:22]2[CH2:28][N:29]([CH2:54][C:55]([CH3:58])([CH3:57])[CH3:56])[C:30](=[O:53])[C@@H:31]([CH2:33][C:34](=[O:52])N3CCC(N4CC5C(=CC=CC=5)NC4=O)CC3)[CH2:32][C:21]=2[CH:20]=1, predict the reaction product. The product is: [CH2:54]([N:29]1[C:30](=[O:53])[C@H:31]([CH2:33][C:34](=[O:52])[N:1]2[CH2:6][CH2:5][CH:4]([N:7]3[C:16](=[O:17])[CH2:15][C:14]4[C:9](=[CH:10][CH:11]=[CH:12][CH:13]=4)[CH2:8]3)[CH2:3][CH2:2]2)[CH2:32][C:21]2[CH:20]=[CH:19][C:27]3[NH:26][N:25]=[CH:24][C:23]=3[C:22]=2[CH2:28]1)[C:55]([CH3:58])([CH3:57])[CH3:56]. (3) The product is: [CH3:1][O:2][CH2:3][CH:4]([NH:6][C:7]([C:9]1[CH:10]=[C:11]([C:18]2[CH:23]=[CH:22][C:21]([CH3:24])=[CH:20][CH:19]=2)[CH:12]=[C:13]([C:15](=[O:17])[CH:16]=[CH:27][N:29]([CH3:31])[CH3:30])[CH:14]=1)=[O:8])[CH3:5]. Given the reactants [CH3:1][O:2][CH2:3][CH:4]([NH:6][C:7]([C:9]1[CH:10]=[C:11]([C:18]2[CH:23]=[CH:22][C:21]([CH3:24])=[CH:20][CH:19]=2)[CH:12]=[C:13]([C:15](=[O:17])[CH3:16])[CH:14]=1)=[O:8])[CH3:5].CO[C:27](OC)([N:29]([CH3:31])[CH3:30])C, predict the reaction product.